Binary Classification. Given a T-cell receptor sequence (or CDR3 region) and an epitope sequence, predict whether binding occurs between them. From a dataset of TCR-epitope binding with 47,182 pairs between 192 epitopes and 23,139 TCRs. (1) Result: 0 (the TCR does not bind to the epitope). The epitope is ATVVIGTSK. The TCR CDR3 sequence is CASSTQGDHEQYF. (2) The epitope is FLPRVFSAV. The TCR CDR3 sequence is CASSLPGSQPYTEAFF. Result: 1 (the TCR binds to the epitope).